Dataset: Forward reaction prediction with 1.9M reactions from USPTO patents (1976-2016). Task: Predict the product of the given reaction. (1) Given the reactants Cl[C:2]1[N:10]=[CH:9][N:8]=[C:7]2[C:3]=1[NH:4][CH:5]=[N:6]2.N12CCN(CC1)CC2.[CH3:19][C:20]1[CH:21]=[CH:22][CH:23]=[C:24]2[C:29]=1[N:28]=[C:27]([C:30]1[CH:35]=[CH:34][CH:33]=[CH:32][C:31]=1[CH3:36])[C:26]([CH2:37][OH:38])=[CH:25]2.[H-].[Na+], predict the reaction product. The product is: [N:10]1[C:2]([O:38][CH2:37][C:26]2[C:27]([C:30]3[CH:35]=[CH:34][CH:33]=[CH:32][C:31]=3[CH3:36])=[N:28][C:29]3[C:24]([CH:25]=2)=[CH:23][CH:22]=[CH:21][C:20]=3[CH3:19])=[C:3]2[C:7]([NH:6][CH:5]=[N:4]2)=[N:8][CH:9]=1. (2) The product is: [F:1][C:2]1[CH:7]=[C:6]([C:8]([F:9])([F:10])[F:11])[CH:5]=[CH:4][C:3]=1[C@H:12]1[CH2:17][C@@H:16]([C:18]2[O:22][NH:21][C:20](=[O:23])[CH:19]=2)[CH2:15][CH2:14][NH:13]1. Given the reactants [F:1][C:2]1[CH:7]=[C:6]([C:8]([F:11])([F:10])[F:9])[CH:5]=[CH:4][C:3]=1[C@H:12]1[CH2:17][C@@H:16]([C:18]2[O:22][NH:21][C:20](=[O:23])[CH:19]=2)[CH2:15][CH2:14][N:13]1C(OC)=O.Br, predict the reaction product. (3) Given the reactants Cl[CH2:2][CH2:3][CH2:4][Si:5]([O:12][CH2:13]C)([O:9][CH2:10]C)[O:6][CH2:7]C.[N-:15]=[N+:16]=[N-:17].[Na+], predict the reaction product. The product is: [N:15]([CH2:2][CH2:3][CH2:4][Si:5]([O:12][CH3:13])([O:9][CH3:10])[O:6][CH3:7])=[N+:16]=[N-:17]. (4) Given the reactants [CH2:1]([C:3]1[C:4]([NH:11][C@@H:12]2[C:20]3[C:15](=[CH:16][CH:17]=[CH:18][CH:19]=3)[CH2:14][C@@H:13]2[OH:21])=[N:5][C:6]([CH2:9]C)=[CH:7][N:8]=1)C.ClC1C(C)=NC=C(C)N=1, predict the reaction product. The product is: [CH3:1][C:3]1[C:4]([NH:11][C@@H:12]2[C:20]3[C:15](=[CH:16][CH:17]=[CH:18][CH:19]=3)[CH2:14][C@@H:13]2[OH:21])=[N:5][C:6]([CH3:9])=[CH:7][N:8]=1. (5) Given the reactants [OH:1][C:2]1[CH:3]=[C:4]([CH:18]=[CH:19][CH:20]=1)[C:5]([NH:7][C:8]1[CH:13]=[CH:12][C:11]([C:14]([F:17])([F:16])[F:15])=[CH:10][CH:9]=1)=[O:6].C(=O)([O-])[O-].[K+].[K+].F[C:28]1[CH:33]=[CH:32][C:31]([N+:34]([O-:36])=[O:35])=[CH:30][CH:29]=1.O, predict the reaction product. The product is: [N+:34]([C:31]1[CH:32]=[CH:33][C:28]([O:1][C:2]2[CH:3]=[C:4]([CH:18]=[CH:19][CH:20]=2)[C:5]([NH:7][C:8]2[CH:9]=[CH:10][C:11]([C:14]([F:15])([F:16])[F:17])=[CH:12][CH:13]=2)=[O:6])=[CH:29][CH:30]=1)([O-:36])=[O:35].